From a dataset of Full USPTO retrosynthesis dataset with 1.9M reactions from patents (1976-2016). Predict the reactants needed to synthesize the given product. (1) Given the product [Br:45][C:32]1[C:33]([C:39]2[CH:40]=[CH:41][CH:42]=[CH:43][CH:44]=2)=[C:34]([CH3:38])[C:35]([C:36]#[N:37])=[C:30]2[C:31]=1[O:13][C:12]([CH:9]1[CH2:11][CH2:10]1)=[N:46]2, predict the reactants needed to synthesize it. The reactants are: BrC1C(O)=C([C:9]2([C:12](N)=[O:13])[CH2:11][CH2:10]2)C(C#N)=C(C)C=1C1C=CC=CC=1.C1(C(O[C:30]2([NH2:46])[C:35]([C:36]#[N:37])=[C:34]([CH3:38])[C:33]([C:39]3[CH:44]=[CH:43][CH:42]=[CH:41][CH:40]=3)=[C:32]([Br:45])[CH2:31]2)=O)CC1.O.C1(C)C=CC(S(O)(=O)=O)=CC=1.C1(C)C=CC=CC=1. (2) Given the product [CH:41]1[C:42]2[CH:30]([CH2:29][O:28][C:26]([N:21]3[CH2:22][C@H:23]([CH3:25])[CH2:24][C@H:20]3[C:19]([N:14]3[CH2:15][C@@H:16]([CH3:18])[CH2:17][C@H:13]3[C:12]([NH:11][CH2:10][C:9]([OH:45])=[O:8])=[O:44])=[O:43])=[O:27])[C:31]3[C:36](=[CH:35][CH:34]=[CH:33][CH:32]=3)[C:37]=2[CH:38]=[CH:39][CH:40]=1, predict the reactants needed to synthesize it. The reactants are: C([O:8][C:9](=[O:45])[CH2:10][NH:11][C:12](=[O:44])[C@@H:13]1[CH2:17][C@H:16]([CH3:18])[CH2:15][N:14]1[C:19](=[O:43])[C@@H:20]1[CH2:24][C@@H:23]([CH3:25])[CH2:22][N:21]1[C:26]([O:28][CH2:29][CH:30]1[C:42]2[CH:41]=[CH:40][CH:39]=[CH:38][C:37]=2[C:36]2[C:31]1=[CH:32][CH:33]=[CH:34][CH:35]=2)=[O:27])C1C=CC=CC=1. (3) Given the product [OH:1][CH2:2][CH2:3][NH:4][C:5](=[O:8])[CH:6]=[CH2:7].[CH3:9][N:10]([CH3:15])[C:11](=[O:14])[CH:12]=[CH2:13], predict the reactants needed to synthesize it. The reactants are: [OH:1][CH2:2][CH2:3][NH:4][C:5](=[O:8])[CH:6]=[CH2:7].[CH3:9][N:10]([CH3:15])[C:11](=[O:14])[CH:12]=[CH2:13].C(O)(CC)(C)C.N(C(C1NCCN=1)(C)C)=NC(C1NCCN=1)(C)C. (4) Given the product [CH2:11]([O:18][C:19]1[CH:24]=[CH:23][C:22]([N:27]2[CH2:32][CH2:31][NH:30][CH2:29][CH2:28]2)=[CH:21][C:20]=1[F:26])[C:12]1[CH:17]=[CH:16][CH:15]=[CH:14][CH:13]=1, predict the reactants needed to synthesize it. The reactants are: BrC1C=CC(OC)=C(C)C=1.[CH2:11]([O:18][C:19]1[CH:24]=[CH:23][C:22](Br)=[CH:21][C:20]=1[F:26])[C:12]1[CH:17]=[CH:16][CH:15]=[CH:14][CH:13]=1.[NH:27]1[CH2:32][CH2:31][NH:30][CH2:29][CH2:28]1.